Dataset: Reaction yield outcomes from USPTO patents with 853,638 reactions. Task: Predict the reaction yield, written as a fraction of the theoretical maximum amount of product (1.0 means a 100% yield; for example, 0.34 means a 34% yield). (1) The reactants are Br[C:2]1[CH:3]=[C:4]2[C:9](=[CH:10][CH:11]=1)[CH:8]=[N:7][CH:6]=[CH:5]2.[NH:12]1[CH:16]=[C:15](B2OC(C)(C)C(C)(C)O2)[CH:14]=[N:13]1.C(=O)([O-])[O-].[Na+].[Na+].CCO. The catalyst is COCCOC.C([O-])(O)=O.[Na+].Cl[Pd](Cl)([P](C1C=CC=CC=1)(C1C=CC=CC=1)C1C=CC=CC=1)[P](C1C=CC=CC=1)(C1C=CC=CC=1)C1C=CC=CC=1.O. The product is [NH:12]1[CH:16]=[C:15]([C:2]2[CH:3]=[C:4]3[C:9](=[CH:10][CH:11]=2)[CH:8]=[N:7][CH:6]=[CH:5]3)[CH:14]=[N:13]1. The yield is 0.370. (2) The reactants are [O:1]=[C:2]1[C:11]2[C:6](=[CH:7][C:8]([C:12]([O:14]C)=[O:13])=[CH:9][CH:10]=2)[CH:5]=[CH:4][NH:3]1.O1CCCC1.[OH-].[Li+]. The catalyst is O. The product is [O:1]=[C:2]1[C:11]2[C:6](=[CH:7][C:8]([C:12]([OH:14])=[O:13])=[CH:9][CH:10]=2)[CH:5]=[CH:4][NH:3]1. The yield is 0.480. (3) The reactants are [Cl:1][C:2]1[CH:7]=[CH:6][CH:5]=[CH:4][C:3]=1[S:8]([NH:11][C:12]1[C:17]([C:18]2[CH:23]=[CH:22][C:21]([CH2:24]Cl)=[CH:20][CH:19]=2)=[N:16][CH:15]=[CH:14][N:13]=1)(=[O:10])=[O:9].[F:26][C:27]1[CH:34]=[CH:33][CH:32]=[CH:31][C:28]=1[NH:29][CH3:30]. No catalyst specified. The product is [Cl:1][C:2]1[CH:7]=[CH:6][CH:5]=[CH:4][C:3]=1[S:8]([NH:11][C:12]1[C:17]([C:18]2[CH:19]=[CH:20][C:21]([CH2:24][N:29]([C:28]3[CH:31]=[CH:32][CH:33]=[CH:34][C:27]=3[F:26])[CH3:30])=[CH:22][CH:23]=2)=[N:16][CH:15]=[CH:14][N:13]=1)(=[O:10])=[O:9]. The yield is 0.790. (4) The reactants are [Br:1][C:2]1[CH:3]=[C:4]([C:16]([OH:18])=O)[C:5]2[CH:6]=[N:7][N:8]([CH:11]3[CH2:15][CH2:14][CH2:13][CH2:12]3)[C:9]=2[CH:10]=1.C1CN([P+](ON2N=NC3C=CC=CC2=3)(N2CCCC2)N2CCCC2)CC1.F[P-](F)(F)(F)(F)F.[NH2:52][CH2:53][C:54]1[C:55](=[O:70])[NH:56][C:57]([CH3:69])=[CH:58][C:59]=1[CH2:60][O:61][Si](C(C)(C)C)(C)C.O. The catalyst is CS(C)=O. The product is [Br:1][C:2]1[CH:3]=[C:4]([C:16]([NH:52][CH2:53][C:54]2[C:55](=[O:70])[NH:56][C:57]([CH3:69])=[CH:58][C:59]=2[CH2:60][OH:61])=[O:18])[C:5]2[CH:6]=[N:7][N:8]([CH:11]3[CH2:12][CH2:13][CH2:14][CH2:15]3)[C:9]=2[CH:10]=1. The yield is 0.409. (5) The reactants are [N+:1]([C:4]1[CH:5]=[C:6]([CH:9]=[CH:10][CH:11]=1)[CH:7]=O)([O-])=O.S(=O)(=O)(O)[O-].[Na+].[C:18]1([NH2:25])[CH:23]=[CH:22][CH:21]=[CH:20][C:19]=1[NH2:24].[CH3:26]N(C=O)C. No catalyst specified. The product is [NH:24]1[C:19]2[CH:20]=[CH:21][CH:22]=[CH:23][C:18]=2[N:25]=[C:7]1[C:6]1[CH:9]=[CH:10][C:11]([CH3:26])=[C:4]([NH2:1])[CH:5]=1. The yield is 0.390.